From a dataset of Reaction yield outcomes from USPTO patents with 853,638 reactions. Predict the reaction yield, written as a fraction of the theoretical maximum amount of product (1.0 means a 100% yield; for example, 0.34 means a 34% yield). (1) The reactants are [CH:1]1([C@H:7]([NH:15][C:16]([C:18]2[CH:23]=[CH:22][C:21]([C:24]3[CH:29]=[CH:28][C:27]([CH2:30][OH:31])=[CH:26][CH:25]=3)=[CH:20][C:19]=2[NH:32][C:33]([NH:35][C:36]2[C:41]([CH3:42])=[CH:40][C:39]([CH3:43])=[CH:38][C:37]=2[CH3:44])=[O:34])=[O:17])[C:8]([O:10][C:11]([CH3:14])([CH3:13])[CH3:12])=[O:9])[CH2:6][CH2:5][CH2:4][CH2:3][CH2:2]1. The catalyst is ClCCl.[O-2].[O-2].[Mn+4]. The product is [CH:1]1([C@H:7]([NH:15][C:16]([C:18]2[CH:23]=[CH:22][C:21]([C:24]3[CH:25]=[CH:26][C:27]([CH:30]=[O:31])=[CH:28][CH:29]=3)=[CH:20][C:19]=2[NH:32][C:33]([NH:35][C:36]2[C:37]([CH3:44])=[CH:38][C:39]([CH3:43])=[CH:40][C:41]=2[CH3:42])=[O:34])=[O:17])[C:8]([O:10][C:11]([CH3:12])([CH3:13])[CH3:14])=[O:9])[CH2:6][CH2:5][CH2:4][CH2:3][CH2:2]1. The yield is 0.740. (2) The product is [NH2:1][C:2]1[C:11]2[C:6](=[C:7]([C:21]3[CH:22]=[C:23]([CH3:26])[CH:24]=[CH:25][C:20]=3[CH3:19])[CH:8]=[CH:9][CH:10]=2)[N:5]=[N:4][C:3]=1[C:13]([NH:15][CH2:16][CH2:17][CH3:18])=[O:14]. The yield is 0.830. No catalyst specified. The reactants are [NH2:1][C:2]1[C:11]2[C:6](=[C:7](I)[CH:8]=[CH:9][CH:10]=2)[N:5]=[N:4][C:3]=1[C:13]([NH:15][CH2:16][CH2:17][CH3:18])=[O:14].[CH3:19][C:20]1[CH:25]=[CH:24][C:23]([CH3:26])=[CH:22][C:21]=1B(O)O.